From a dataset of Catalyst prediction with 721,799 reactions and 888 catalyst types from USPTO. Predict which catalyst facilitates the given reaction. (1) Reactant: [CH3:1][C:2]1([CH3:12])[N:7]([O])[C:6]([CH3:10])([CH3:9])[CH2:5][CH:4]([OH:11])[CH2:3]1.CC(C)([O-:16])C.[K+].[CH3:19][O:20][C:21]1[CH:22]=[C:23]([CH:26]=[C:27]([O:31][CH3:32])[C:28]=1[O:29][CH3:30])[CH2:24]Cl.[NH4+].[Cl-]. Product: [OH:16][N:7]1[C:2]([CH3:12])([CH3:1])[CH2:3][CH:4]([O:11][CH2:24][C:23]2[CH:22]=[C:21]([O:20][CH3:19])[C:28]([O:29][CH3:30])=[C:27]([O:31][CH3:32])[CH:26]=2)[CH2:5][C:6]1([CH3:10])[CH3:9]. The catalyst class is: 107. (2) Reactant: [CH3:1][O:2][C:3](=[O:25])[C:4]1[CH:9]=[CH:8][CH:7]=[CH:6][C:5]=1[NH:10][C:11]1[N:15]([C:16]2[C:21]([CH3:22])=[CH:20][CH:19]=[CH:18][C:17]=2[F:23])[N:14]=[C:13]([CH3:24])[CH:12]=1.[Br:26]N1C(C)(C)C(=O)N(Br)C1=O. Product: [CH3:1][O:2][C:3](=[O:25])[C:4]1[CH:9]=[CH:8][CH:7]=[CH:6][C:5]=1[NH:10][C:11]1[N:15]([C:16]2[C:21]([CH3:22])=[CH:20][CH:19]=[CH:18][C:17]=2[F:23])[N:14]=[C:13]([CH3:24])[C:12]=1[Br:26]. The catalyst class is: 4. (3) Reactant: O[CH:2]1[C:11]2[C:6](=[CH:7][CH:8]=[C:9]([C:12]([O:14][CH3:15])=[O:13])[CH:10]=2)[NH:5][CH:4]([C:16]2[CH:21]=[CH:20][C:19]([N+:22]([O-:24])=[O:23])=[CH:18][CH:17]=2)[C:3]1([CH3:26])[CH3:25].C([SiH](CC)CC)C.FC(F)(F)C(O)=O. Product: [CH3:25][C:3]1([CH3:26])[CH2:2][C:11]2[C:6](=[CH:7][CH:8]=[C:9]([C:12]([O:14][CH3:15])=[O:13])[CH:10]=2)[NH:5][CH:4]1[C:16]1[CH:17]=[CH:18][C:19]([N+:22]([O-:24])=[O:23])=[CH:20][CH:21]=1. The catalyst class is: 4. (4) Reactant: [H-].[Na+].[Cl:3][C:4]1[CH:9]=[CH:8][C:7]([C:10]2[C:14]([CH2:15][OH:16])=[C:13](/[CH:17]=[CH:18]/[C:19]3[CH:24]=[CH:23][CH:22]=[CH:21][CH:20]=3)[O:12][N:11]=2)=[CH:6][CH:5]=1.Cl[C:26]1[CH:35]=[CH:34][C:29]([C:30]([O:32][CH3:33])=[O:31])=[CH:28][N:27]=1. Product: [CH3:33][O:32][C:30](=[O:31])[C:29]1[CH:34]=[CH:35][C:26]([O:16][CH2:15][C:14]2[C:10]([C:7]3[CH:6]=[CH:5][C:4]([Cl:3])=[CH:9][CH:8]=3)=[N:11][O:12][C:13]=2/[CH:17]=[CH:18]/[C:19]2[CH:20]=[CH:21][CH:22]=[CH:23][CH:24]=2)=[N:27][CH:28]=1. The catalyst class is: 1. (5) Reactant: [CH3:1][C:2]1[CH:3]=[C:4]([CH:7]=[CH:8][C:9]=1[N+:10]([O-:12])=[O:11])[CH2:5]Br.[CH3:13][NH:14][CH3:15].C(=O)([O-])[O-].[K+].[K+]. Product: [CH3:13][N:14]([CH3:15])[CH2:5][C:4]1[CH:7]=[CH:8][C:9]([N+:10]([O-:12])=[O:11])=[C:2]([CH3:1])[CH:3]=1. The catalyst class is: 9. (6) Reactant: [C:1](=[O:23])(OC1C=CC([N+]([O-])=O)=CC=1)[O:2][C:3]1[CH:8]=[CH:7][C:6]([NH:9][C:10](=[O:12])[CH3:11])=[CH:5][CH:4]=1.[NH2:24][CH2:25][CH2:26][S:27]([O-:29])=[O:28].[Na+].OC1C=CC(NC(=O)C)=CC=1.O. Product: [C:10]([NH:9][C:6]1[CH:5]=[CH:4][C:3]([O:2][C:1]([NH:24][CH2:25][CH2:26][S:27]([OH:29])=[O:28])=[O:23])=[CH:8][CH:7]=1)(=[O:12])[CH3:11]. The catalyst class is: 10.